This data is from Forward reaction prediction with 1.9M reactions from USPTO patents (1976-2016). The task is: Predict the product of the given reaction. (1) Given the reactants [CH3:1][C:2]1([CH2:6][OH:7])[CH2:5][O:4][CH2:3]1.[C:8]1(C)[C:9]([S:14](Cl)(=[O:16])=[O:15])=[CH:10][CH:11]=[CH:12][CH:13]=1.N1C=CC=C[CH:20]=1, predict the reaction product. The product is: [CH3:1][C:2]1([CH2:6][O:7][S:14]([C:9]2[CH:8]=[CH:13][C:12]([CH3:20])=[CH:11][CH:10]=2)(=[O:15])=[O:16])[CH2:5][O:4][CH2:3]1. (2) Given the reactants Br[C:2]1[CH:3]=[C:4]2[C:8](=[CH:9][CH:10]=1)[N:7]([CH3:11])[N:6]=[C:5]2[C:12]1[CH:13]=[N:14][CH:15]=[N:16][CH:17]=1.C(Cl)Cl.[B:21]1([B:21]2[O:25][C:24]([CH3:27])([CH3:26])[C:23]([CH3:29])([CH3:28])[O:22]2)[O:25][C:24]([CH3:27])([CH3:26])[C:23]([CH3:29])([CH3:28])[O:22]1.CC([O-])=O.[K+], predict the reaction product. The product is: [CH3:11][N:7]1[C:8]2[C:4](=[CH:3][C:2]([B:21]3[O:25][C:24]([CH3:27])([CH3:26])[C:23]([CH3:29])([CH3:28])[O:22]3)=[CH:10][CH:9]=2)[C:5]([C:12]2[CH:13]=[N:14][CH:15]=[N:16][CH:17]=2)=[N:6]1.